From a dataset of Catalyst prediction with 721,799 reactions and 888 catalyst types from USPTO. Predict which catalyst facilitates the given reaction. (1) Reactant: COC[O:4][C:5]1[CH:10]=[C:9]([O:11]COC)[C:8]([CH:15]([CH3:17])[CH3:16])=[CH:7][C:6]=1[C:18]1[N:19]([C:24]2[CH:29]=[CH:28][C:27]([O:30]C)=[CH:26][CH:25]=2)[C:20](=[O:23])[NH:21][N:22]=1.ClCCCl. Product: [OH:4][C:5]1[CH:10]=[C:9]([OH:11])[C:8]([CH:15]([CH3:17])[CH3:16])=[CH:7][C:6]=1[C:18]1[N:19]([C:24]2[CH:29]=[CH:28][C:27]([OH:30])=[CH:26][CH:25]=2)[C:20](=[O:23])[NH:21][N:22]=1. The catalyst class is: 81. (2) Reactant: [CH2:1]([C:5]1[N:6]=[C:7]([C:24]2[CH:29]=[CH:28][C:27]([C:30]([F:33])([F:32])[F:31])=[CH:26][CH:25]=2)[S:8][C:9]=1[CH2:10][O:11][C:12]1[CH:19]=[CH:18][C:15]([C:16]#[N:17])=[C:14]([C:20]([F:23])([F:22])[F:21])[CH:13]=1)[CH2:2][CH2:3][CH3:4].Cl.[NH2:35][OH:36].C(N(CC)CC)C. Product: [CH2:1]([C:5]1[N:6]=[C:7]([C:24]2[CH:25]=[CH:26][C:27]([C:30]([F:33])([F:32])[F:31])=[CH:28][CH:29]=2)[S:8][C:9]=1[CH2:10][O:11][C:12]1[CH:19]=[CH:18][C:15]([C:16]([NH:35][OH:36])=[NH:17])=[C:14]([C:20]([F:23])([F:22])[F:21])[CH:13]=1)[CH2:2][CH2:3][CH3:4].[CH2:1]([C:5]1[N:6]=[C:7]([C:24]2[CH:25]=[CH:26][C:27]([C:30]([F:33])([F:32])[F:31])=[CH:28][CH:29]=2)[S:8][C:9]=1[CH2:10][O:11][C:12]1[CH:19]=[CH:18][C:15]([C:16]([NH2:17])=[O:36])=[C:14]([C:20]([F:23])([F:22])[F:21])[CH:13]=1)[CH2:2][CH2:3][CH3:4]. The catalyst class is: 83.